This data is from Full USPTO retrosynthesis dataset with 1.9M reactions from patents (1976-2016). The task is: Predict the reactants needed to synthesize the given product. (1) Given the product [CH3:1][CH:2]1[CH2:7][C:6](=[O:8])[CH:5]=[C:4]([C:19]2[CH:24]=[CH:23][N:22]=[CH:21][C:20]=2[N+:25]([O-:27])=[O:26])[CH2:3]1, predict the reactants needed to synthesize it. The reactants are: [CH3:1][CH:2]1[CH2:7][C:6](=[O:8])[CH:5]=[C:4](B2OC(C)(C)C(C)(C)O2)[CH2:3]1.Cl[C:19]1[CH:24]=[CH:23][N:22]=[CH:21][C:20]=1[N+:25]([O-:27])=[O:26].C(Cl)Cl. (2) Given the product [CH3:1][O:2][C:3](=[O:18])[C:4]1[CH:9]=[CH:8][C:7]([CH:10]2[CH2:15][CH2:14][CH2:13][CH2:12][NH:11]2)=[CH:6][C:5]=1[O:16][CH3:17], predict the reactants needed to synthesize it. The reactants are: [CH3:1][O:2][C:3](=[O:18])[C:4]1[CH:9]=[CH:8][C:7]([C:10]2[CH:15]=[CH:14][CH:13]=[CH:12][N:11]=2)=[CH:6][C:5]=1[O:16][CH3:17]. (3) Given the product [ClH:34].[NH:8]1[CH2:11][CH:10]([NH:12][C:13]2[C:22]3[C:17](=[CH:18][CH:19]=[CH:20][CH:21]=3)[N:16]([CH2:23][C:24]3[CH:25]=[CH:26][C:27]([F:30])=[CH:28][CH:29]=3)[C:15](=[O:31])[C:14]=2[C:32]#[N:33])[CH2:9]1, predict the reactants needed to synthesize it. The reactants are: C(OC([N:8]1[CH2:11][CH:10]([NH:12][C:13]2[C:22]3[C:17](=[CH:18][CH:19]=[CH:20][CH:21]=3)[N:16]([CH2:23][C:24]3[CH:29]=[CH:28][C:27]([F:30])=[CH:26][CH:25]=3)[C:15](=[O:31])[C:14]=2[C:32]#[N:33])[CH2:9]1)=O)(C)(C)C.[ClH:34]. (4) Given the product [C:18](=[O:20])([O-:21])[NH2:19].[CH:6]([C:5]1[CH:4]=[C:3]([CH:10]=[CH:9][CH:8]=1)[CH2:2][NH:1][C:12](=[O:13])[O:14][CH:15]([Cl:17])[CH3:16])=[O:7], predict the reactants needed to synthesize it. The reactants are: [NH2:1][CH2:2][C:3]1[CH:4]=[C:5]([CH:8]=[CH:9][CH:10]=1)[CH:6]=[O:7].Cl[C:12]([O:14][CH:15]([Cl:17])[CH3:16])=[O:13].[C:18](=[O:21])([O-:20])[NH2:19]. (5) Given the product [Cl:21][C:3]1[C:2]([F:1])=[CH:7][N:6]=[C:5]2[NH:8][C:9]([C:11]3[CH:12]=[CH:13][C:14]([C:15]([O:17][CH3:18])=[O:16])=[CH:19][CH:20]=3)=[N:10][C:4]=12, predict the reactants needed to synthesize it. The reactants are: [F:1][C:2]1[CH:3]=[C:4]2[N:10]=[C:9]([C:11]3[CH:20]=[CH:19][C:14]([C:15]([O:17][CH3:18])=[O:16])=[CH:13][CH:12]=3)[NH:8][C:5]2=[N:6][CH:7]=1.[Cl:21]C1C=C(C=CC=1)C(OO)=O.C(O)(=O)C.C([O-])(O)=O.[Na+]. (6) Given the product [C:9]1([C:7]2[CH:8]=[C:3]([OH:2])[N:4]=[N:5][C:6]=2[C:15]2[CH:16]=[CH:17][C:18]([CH2:21][N:22]3[CH2:27][CH2:26][CH:25]([C:28]4[CH:32]=[C:31]([C:33]5[CH:38]=[CH:37][CH:36]=[CH:35][N:34]=5)[NH:30][N:29]=4)[CH2:24][CH2:23]3)=[CH:19][CH:20]=2)[CH:14]=[CH:13][CH:12]=[CH:11][CH:10]=1, predict the reactants needed to synthesize it. The reactants are: C[O:2][C:3]1[N:4]=[N:5][C:6]([C:15]2[CH:20]=[CH:19][C:18]([CH2:21][N:22]3[CH2:27][CH2:26][CH:25]([C:28]4[CH:32]=[C:31]([C:33]5[CH:38]=[CH:37][CH:36]=[CH:35][N:34]=5)[NH:30][N:29]=4)[CH2:24][CH2:23]3)=[CH:17][CH:16]=2)=[C:7]([C:9]2[CH:14]=[CH:13][CH:12]=[CH:11][CH:10]=2)[CH:8]=1.Cl.N1C=CC=CC=1.C([O-])(O)=O.[Na+]. (7) Given the product [S:16]1[CH:17]=[CH:18][N:19]=[C:15]1[NH:14][C:11]([C:4]1[C:5]2[C:10](=[CH:9][CH:8]=[CH:7][CH:6]=2)[N:2]([CH3:1])[CH:3]=1)=[O:13], predict the reactants needed to synthesize it. The reactants are: [CH3:1][N:2]1[C:10]2[C:5](=[CH:6][CH:7]=[CH:8][CH:9]=2)[C:4]([C:11]([OH:13])=O)=[CH:3]1.[NH2:14][C:15]1[S:16][CH:17]=[CH:18][N:19]=1. (8) Given the product [CH3:42][O:43][C:44]1[CH:45]=[C:46]([S:52]([O:1][C:2]2[CH:10]=[CH:9][C:8]([C:11]3[N:12]([C:27]([O:29][C:30]([CH3:31])([CH3:33])[CH3:32])=[O:28])[C:13]4[C:18]([CH:19]=3)=[CH:17][C:16]([CH2:20][N:21]3[CH2:26][CH2:25][CH2:24][CH2:23][CH2:22]3)=[CH:15][CH:14]=4)=[C:7]3[C:3]=2[CH2:4][NH:5][C:6]3=[O:34])(=[O:53])=[O:54])[CH:47]=[CH:48][C:49]=1[O:50][CH3:51], predict the reactants needed to synthesize it. The reactants are: [OH:1][C:2]1[CH:10]=[CH:9][C:8]([C:11]2[N:12]([C:27]([O:29][C:30]([CH3:33])([CH3:32])[CH3:31])=[O:28])[C:13]3[C:18]([CH:19]=2)=[CH:17][C:16]([CH2:20][N:21]2[CH2:26][CH2:25][CH2:24][CH2:23][CH2:22]2)=[CH:15][CH:14]=3)=[C:7]2[C:3]=1[CH2:4][NH:5][C:6]2=[O:34].C(N(CC)CC)C.[CH3:42][O:43][C:44]1[CH:45]=[C:46]([S:52](Cl)(=[O:54])=[O:53])[CH:47]=[CH:48][C:49]=1[O:50][CH3:51].